Dataset: Forward reaction prediction with 1.9M reactions from USPTO patents (1976-2016). Task: Predict the product of the given reaction. (1) The product is: [O:16]1[C:21]2[CH:22]=[CH:23][C:24]([N:26]3[CH2:33][CH:32]4[N:34]([CH2:15][CH:13]([OH:14])[CH2:12][O:11][C:8]5[CH:7]=[CH:6][CH:5]=[C:4]6[C:9]=5[CH:10]=[C:2]([CH3:1])[NH:3]6)[CH2:35][CH:27]3[CH2:28][CH:29]=[CH:30][CH2:31]4)=[CH:25][C:20]=2[O:19][CH2:18][CH2:17]1. Given the reactants [CH3:1][C:2]1[NH:3][C:4]2[C:9]([CH:10]=1)=[C:8]([O:11][CH2:12][CH:13]1[CH2:15][O:14]1)[CH:7]=[CH:6][CH:5]=2.[O:16]1[C:21]2[CH:22]=[CH:23][C:24]([N:26]3[CH2:33][CH:32]4[NH:34][CH2:35][CH:27]3[CH2:28][CH:29]=[CH:30][CH2:31]4)=[CH:25][C:20]=2[O:19][CH2:18][CH2:17]1, predict the reaction product. (2) Given the reactants C[O:2][C:3](=[O:30])[C:4]1[CH:9]=[CH:8][C:7]([O:10][CH2:11][CH2:12][CH2:13][CH:14]2[CH2:19][CH2:18][N:17]([C:20]3[N:24]=[C:23]([C:25]([F:28])([CH3:27])[CH3:26])[O:22][N:21]=3)[CH2:16][CH2:15]2)=[CH:6][C:5]=1[CH3:29].O[Li].O, predict the reaction product. The product is: [F:28][C:25]([C:23]1[O:22][N:21]=[C:20]([N:17]2[CH2:16][CH2:15][CH:14]([CH2:13][CH2:12][CH2:11][O:10][C:7]3[CH:8]=[CH:9][C:4]([C:3]([OH:30])=[O:2])=[C:5]([CH3:29])[CH:6]=3)[CH2:19][CH2:18]2)[N:24]=1)([CH3:26])[CH3:27]. (3) Given the reactants Br[C:2]1[S:3][C:4]([C:15]([O:17][CH2:18][CH3:19])=[O:16])=[C:5]([CH2:7][C:8]2[CH:13]=[CH:12][C:11]([Cl:14])=[CH:10][CH:9]=2)[N:6]=1.C(=O)([O-])[O-].[K+].[K+].[NH:26]1[CH2:31][CH2:30][O:29][CH2:28][CH2:27]1, predict the reaction product. The product is: [Cl:14][C:11]1[CH:12]=[CH:13][C:8]([CH2:7][C:5]2[N:6]=[C:2]([N:26]3[CH2:31][CH2:30][O:29][CH2:28][CH2:27]3)[S:3][C:4]=2[C:15]([O:17][CH2:18][CH3:19])=[O:16])=[CH:9][CH:10]=1. (4) Given the reactants [CH3:1][C:2]1[C:10]2[C:5](=[CH:6][CH:7]=[C:8]([N+:11]([O-:13])=[O:12])[CH:9]=2)[NH:4][N:3]=1.CN(C=O)C.C(=O)([O-])[O-].[Cs+].[Cs+].[CH3:25][O:26][C:27]1[CH:34]=[CH:33][C:30]([CH2:31]Cl)=[CH:29][CH:28]=1, predict the reaction product. The product is: [CH3:25][O:26][C:27]1[CH:34]=[CH:33][C:30]([CH2:31][N:4]2[C:5]3[C:10](=[CH:9][C:8]([N+:11]([O-:13])=[O:12])=[CH:7][CH:6]=3)[C:2]([CH3:1])=[N:3]2)=[CH:29][CH:28]=1. (5) Given the reactants Br[C:2]1[CH:7]=[C:6]([N:8]2[CH2:12][CH2:11][CH2:10][CH2:9]2)[CH:5]=[CH:4][C:3]=1[C:13]1[S:14][C:15]2[CH:21]([OH:22])[CH2:20][CH2:19][CH2:18][C:16]=2[N:17]=1.[C:23]([Cu])#[N:24].C1COCC1.CCOC(C)=O, predict the reaction product. The product is: [OH:22][CH:21]1[C:15]2[S:14][C:13]([C:3]3[CH:4]=[CH:5][C:6]([N:8]4[CH2:12][CH2:11][CH2:10][CH2:9]4)=[CH:7][C:2]=3[C:23]#[N:24])=[N:17][C:16]=2[CH2:18][CH2:19][CH2:20]1. (6) The product is: [C:59]([O:63][C:64]([NH:66][C@H:67]([C:80]([NH:2][C@H:3]([C:7]([O:9][CH2:10][O:11][C:12](=[O:53])[N:13]([C:26]1[N:52]=[C:29]2[CH:30]=[CH:31][C:32]([C:34]3[CH:39]=[CH:38][C:37]([NH:40][C:41](=[O:51])[C@@H:42]([C:44]4[CH:45]=[CH:46][C:47]([F:50])=[CH:48][CH:49]=4)[CH3:43])=[CH:36][CH:35]=3)=[CH:33][N:28]2[N:27]=1)[C:14]1[CH:19]=[CH:18][C:17]([S:20]([CH3:23])(=[O:22])=[O:21])=[CH:16][C:15]=1[O:24][CH3:25])=[O:8])[CH:4]([CH3:6])[CH3:5])=[O:81])[CH2:68][CH2:69][CH2:70][CH2:71][NH:72][C:73]([O:75][C:76]([CH3:79])([CH3:78])[CH3:77])=[O:74])=[O:65])([CH3:60])([CH3:62])[CH3:61]. Given the reactants Cl.[NH2:2][C@H:3]([C:7]([O:9][CH2:10][O:11][C:12](=[O:53])[N:13]([C:26]1[N:52]=[C:29]2[CH:30]=[CH:31][C:32]([C:34]3[CH:39]=[CH:38][C:37]([NH:40][C:41](=[O:51])[C@@H:42]([C:44]4[CH:49]=[CH:48][C:47]([F:50])=[CH:46][CH:45]=4)[CH3:43])=[CH:36][CH:35]=3)=[CH:33][N:28]2[N:27]=1)[C:14]1[CH:19]=[CH:18][C:17]([S:20]([CH3:23])(=[O:22])=[O:21])=[CH:16][C:15]=1[O:24][CH3:25])=[O:8])[CH:4]([CH3:6])[CH3:5].C(=O)(O)[O-].[Na+].[C:59]([O:63][C:64]([NH:66][C@H:67]([C:80](O)=[O:81])[CH2:68][CH2:69][CH2:70][CH2:71][NH:72][C:73]([O:75][C:76]([CH3:79])([CH3:78])[CH3:77])=[O:74])=[O:65])([CH3:62])([CH3:61])[CH3:60].CN(C(ON1N=NC2C=CC=NC1=2)=[N+](C)C)C.F[P-](F)(F)(F)(F)F, predict the reaction product.